From a dataset of Catalyst prediction with 721,799 reactions and 888 catalyst types from USPTO. Predict which catalyst facilitates the given reaction. Reactant: [CH3:1][C:2]1[CH:3]=[C:4]([CH:16]=[CH:17][CH:18]=1)[CH2:5][C:6]1[O:10][N:9]=[C:8]([C:11]([O:13]CC)=[O:12])[CH:7]=1.C(O)C.[OH-].[Na+]. Product: [CH3:1][C:2]1[CH:3]=[C:4]([CH:16]=[CH:17][CH:18]=1)[CH2:5][C:6]1[O:10][N:9]=[C:8]([C:11]([OH:13])=[O:12])[CH:7]=1. The catalyst class is: 6.